Task: Regression. Given a peptide amino acid sequence and an MHC pseudo amino acid sequence, predict their binding affinity value. This is MHC class I binding data.. Dataset: Peptide-MHC class I binding affinity with 185,985 pairs from IEDB/IMGT The peptide sequence is FPLTQRDVL. The MHC is HLA-B58:01 with pseudo-sequence HLA-B58:01. The binding affinity (normalized) is 0.0847.